Dataset: Forward reaction prediction with 1.9M reactions from USPTO patents (1976-2016). Task: Predict the product of the given reaction. (1) Given the reactants [CH2:1]([O:3][C:4](=[O:17])[CH2:5][CH:6]1[O:10][B:9]([OH:11])[C:8]2[CH:12]=[C:13]([OH:16])[CH:14]=[CH:15][C:7]1=2)[CH3:2].[H-].[Na+].[Cl:20][C:21]1[CH:26]=[C:25]([N+]([O-])=O)[CH:24]=[CH:23][N:22]=1.Cl, predict the reaction product. The product is: [CH2:1]([O:3][C:4](=[O:17])[CH2:5][CH:6]1[O:10][B:9]([OH:11])[C:8]2[CH:12]=[C:13]([O:16][C:25]3[CH:24]=[CH:23][N:22]=[C:21]([Cl:20])[CH:26]=3)[CH:14]=[CH:15][C:7]1=2)[CH3:2]. (2) Given the reactants [N:1]([CH2:4][CH2:5][NH:6][C:7](=[O:21])[CH2:8][CH2:9][CH2:10][CH2:11][CH2:12][CH2:13][CH2:14][CH2:15][CH2:16][CH2:17]CCC)=[N+:2]=[N-:3].[CH2:22](C1C=CC(C(Cl)=O)=CC=1)[CH2:23]CCCC.N(CCN)=[N+]=[N-].C(N(CC)CC)C, predict the reaction product. The product is: [N:1]([CH2:4][CH2:5][NH:6][C:7](=[O:21])[C:8]1[CH:9]=[CH:10][C:11]([CH2:12][CH2:13][CH2:14][CH2:15][CH2:16][CH3:17])=[CH:23][CH:22]=1)=[N+:2]=[N-:3]. (3) Given the reactants [NH2:1][C:2]1[C:7]([NH2:8])=[CH:6][CH:5]=[CH:4][N:3]=1.[CH3:9][O:10][C:11]1[CH:19]=[CH:18][C:14]([C:15](O)=O)=[CH:13][C:12]=1[N+:20]([O-:22])=[O:21], predict the reaction product. The product is: [N:8]1[C:7]2[C:2](=[N:3][CH:4]=[CH:5][CH:6]=2)[NH:1][C:15]=1[C:14]1[CH:18]=[CH:19][C:11]([O:10][CH3:9])=[C:12]([N+:20]([O-:22])=[O:21])[CH:13]=1. (4) The product is: [NH2:24][C:17]1[C:16]2[N:15]=[C:14]([CH3:25])[N:13]([CH2:12][CH2:11][NH:10][C:7]([N:1]3[CH2:6][CH2:5][O:4][CH2:3][CH2:2]3)=[O:8])[C:21]=2[C:20]([CH3:22])=[C:19]([CH3:23])[N:18]=1. Given the reactants [N:1]1([C:7](Cl)=[O:8])[CH2:6][CH2:5][O:4][CH2:3][CH2:2]1.[NH2:10][CH2:11][CH2:12][N:13]1[C:21]2[C:20]([CH3:22])=[C:19]([CH3:23])[N:18]=[C:17]([NH2:24])[C:16]=2[N:15]=[C:14]1[CH3:25], predict the reaction product. (5) The product is: [C:2]([O:10][CH2:11][CH2:12][CH2:13][CH2:14][CH2:15][CH2:16][CH2:17][CH2:18][CH2:19][CH2:20][CH2:21][CH2:22][CH2:23][CH2:24][CH2:25][CH2:26][CH2:27][CH2:28][CH2:29][CH2:30][CH2:31][CH2:32][CH2:33][CH2:34][CH2:35][CH2:36][CH2:37][CH3:38])(=[O:9])[C:3]1[CH:8]=[CH:7][CH:6]=[N:5][CH:4]=1. Given the reactants Cl.[C:2]([O:10][CH2:11][CH2:12][CH2:13][CH2:14][CH2:15][CH2:16][CH2:17][CH2:18][CH2:19][CH2:20][CH2:21][CH2:22][CH2:23][CH2:24][CH2:25][CH2:26][CH2:27][CH2:28][CH2:29][CH2:30][CH2:31][CH2:32][CH2:33][CH2:34][CH2:35][CH2:36][CH2:37][CH3:38])(=[O:9])[C:3]1[CH:8]=[CH:7][CH:6]=[N:5][CH:4]=1.C([O-])(O)=O.[Na+], predict the reaction product.